From a dataset of Full USPTO retrosynthesis dataset with 1.9M reactions from patents (1976-2016). Predict the reactants needed to synthesize the given product. The reactants are: [CH2:1]([Li])CCC.O=[CH:7][C:8]1[CH:16]=[CH:15][CH:14]=[C:11]([O:12][CH3:13])[C:9]=1[OH:10]. Given the product [CH3:13][O:12][C:11]1[CH:14]=[CH:15][CH:16]=[C:8]([CH:7]=[CH2:1])[C:9]=1[OH:10], predict the reactants needed to synthesize it.